From a dataset of Reaction yield outcomes from USPTO patents with 853,638 reactions. Predict the reaction yield, written as a fraction of the theoretical maximum amount of product (1.0 means a 100% yield; for example, 0.34 means a 34% yield). (1) The reactants are C(O[C:6]([N:8]1[CH2:13][CH2:12][N:11](C2C(=O)N(CC(C)C)N=C(C3C=CC(C)=C(F)C=3)C=2C)[CH2:10][CH2:9]1)=O)(C)(C)C.[F:34][C:35]1[CH:36]=[C:37]([C:43]2[CH:44]=[C:45]([CH2:60]OS(C)(=O)=O)[C:46](=[O:59])[N:47]([CH2:49][CH2:50][CH2:51][C:52]3[CH:57]=[CH:56][C:55]([F:58])=[CH:54][CH:53]=3)[N:48]=2)[CH:38]=[CH:39][C:40]=1[O:41][CH3:42].CN1CCNCC1. No catalyst specified. The product is [F:34][C:35]1[CH:36]=[C:37]([C:43]2[CH:44]=[C:45]([CH2:60][N:11]3[CH2:12][CH2:13][N:8]([CH3:6])[CH2:9][CH2:10]3)[C:46](=[O:59])[N:47]([CH2:49][CH2:50][CH2:51][C:52]3[CH:57]=[CH:56][C:55]([F:58])=[CH:54][CH:53]=3)[N:48]=2)[CH:38]=[CH:39][C:40]=1[O:41][CH3:42]. The yield is 0.793. (2) The reactants are [C:1]([C:3]1[CH:4]=[C:5]2[C:9](=[CH:10][CH:11]=1)[NH:8][C:7](=[O:12])[CH2:6]2)#[N:2].[H-].[Na+].Cl[C:16]1[N:21]=[CH:20][C:19]([C:22]([N:24]2[CH2:29][CH2:28][N:27]([CH3:30])[CH2:26][CH2:25]2)=[O:23])=[CH:18][CH:17]=1. The catalyst is CN(C)C=O. The product is [OH:12][C:7]1[NH:8][C:9]2[C:5]([C:6]=1[C:16]1[CH:17]=[CH:18][C:19]([C:22]([N:24]3[CH2:25][CH2:26][N:27]([CH3:30])[CH2:28][CH2:29]3)=[O:23])=[CH:20][N:21]=1)=[CH:4][C:3]([C:1]#[N:2])=[CH:11][CH:10]=2. The yield is 0.0700. (3) The reactants are [CH3:1][O:2][CH2:3][CH2:4][O:5][C:6]1[CH:7]=[C:8]2[C:13](=[CH:14][CH:15]=1)[N:12]=[C:11](O)[CH:10]=[N:9]2.O=P(Cl)(Cl)[Cl:19]. No catalyst specified. The product is [Cl:19][C:11]1[CH:10]=[N:9][C:8]2[C:13](=[CH:14][CH:15]=[C:6]([O:5][CH2:4][CH2:3][O:2][CH3:1])[CH:7]=2)[N:12]=1. The yield is 0.830.